The task is: Regression. Given a peptide amino acid sequence and an MHC pseudo amino acid sequence, predict their binding affinity value. This is MHC class II binding data.. This data is from Peptide-MHC class II binding affinity with 134,281 pairs from IEDB. The peptide sequence is DLVAYGGSWKLEGRW. The MHC is DRB3_0301 with pseudo-sequence DRB3_0301. The binding affinity (normalized) is 0.496.